This data is from Peptide-MHC class I binding affinity with 185,985 pairs from IEDB/IMGT. The task is: Regression. Given a peptide amino acid sequence and an MHC pseudo amino acid sequence, predict their binding affinity value. This is MHC class I binding data. (1) The peptide sequence is NEAKVLELL. The MHC is HLA-B40:01 with pseudo-sequence HLA-B40:01. The binding affinity (normalized) is 0.692. (2) The peptide sequence is QQILQQQLI. The MHC is HLA-A29:02 with pseudo-sequence HLA-A29:02. The binding affinity (normalized) is 0.232. (3) The peptide sequence is RPPRRGDKF. The MHC is HLA-B08:01 with pseudo-sequence HLA-B08:01. The binding affinity (normalized) is 0.0376. (4) The peptide sequence is ILRGTSFVYV. The MHC is HLA-A68:01 with pseudo-sequence HLA-A68:01. The binding affinity (normalized) is 0. (5) The peptide sequence is IDTLTCGF. The MHC is Mamu-A11 with pseudo-sequence Mamu-A11. The binding affinity (normalized) is 0. (6) The peptide sequence is GGRRTRREA. The MHC is HLA-B07:02 with pseudo-sequence HLA-B07:02. The binding affinity (normalized) is 0. (7) The peptide sequence is RLPLLPKTWK. The MHC is HLA-A33:01 with pseudo-sequence HLA-A33:01. The binding affinity (normalized) is 0.149.